Predict the reactants needed to synthesize the given product. From a dataset of Retrosynthesis with 50K atom-mapped reactions and 10 reaction types from USPTO. (1) Given the product CC[C@@H]1C[C@H](N(Cc2cc(C(F)(F)F)cc(C(F)(F)F)c2)c2ccc(N3CCOCC3)cn2)c2cc(C(F)(F)F)ccc2N1C(=O)OCC(C)(C)C(=O)O, predict the reactants needed to synthesize it. The reactants are: CC[C@@H]1C[C@H](N(Cc2cc(C(F)(F)F)cc(C(F)(F)F)c2)c2ccc(N3CCOCC3)cn2)c2cc(C(F)(F)F)ccc2N1C(=O)OCC(C)(C)C(=O)OC(C)(C)C. (2) Given the product O=C(NC1CCOCC1)c1ccc(OCc2c(-c3ccc(F)c(F)c3)noc2CO)nc1, predict the reactants needed to synthesize it. The reactants are: COC(=O)c1ccc(OCc2c(-c3ccc(F)c(F)c3)noc2CO)nc1.NC1CCOCC1.